Dataset: Reaction yield outcomes from USPTO patents with 853,638 reactions. Task: Predict the reaction yield, written as a fraction of the theoretical maximum amount of product (1.0 means a 100% yield; for example, 0.34 means a 34% yield). (1) The reactants are [Cl:1][C:2]1[CH:7]=[CH:6][CH:5]=[CH:4][C:3]=1[C:8]1[CH:19]=[C:18]2[C:14]([CH:15]=[C:16]([CH:21]=[O:22])[N:17]2[CH3:20])=[C:13]2[C:9]=1[C:10](=[O:24])[NH:11][C:12]2=[O:23].CC(=CC)C.Cl([O-])=[O:31].[Na+].OP([O-])(O)=O.[Na+].Cl. The catalyst is C1COCC1.O.CC(O)(C)C. The product is [Cl:1][C:2]1[CH:7]=[CH:6][CH:5]=[CH:4][C:3]=1[C:8]1[CH:19]=[C:18]2[C:14]([CH:15]=[C:16]([C:21]([OH:31])=[O:22])[N:17]2[CH3:20])=[C:13]2[C:9]=1[C:10](=[O:24])[NH:11][C:12]2=[O:23]. The yield is 0.350. (2) The reactants are [CH3:1][O:2][C:3]1[CH:4]=[C:5]2[C:10](=[CH:11][C:12]=1[O:13][CH3:14])[N:9]=[CH:8][CH:7]=[C:6]2[O:15][C:16]1[CH:22]=[CH:21][C:19]([NH2:20])=[C:18]([CH3:23])[C:17]=1[CH3:24].Cl[C:26](Cl)([O:28][C:29](=[O:35])OC(Cl)(Cl)Cl)Cl.[CH:37]1(O)[CH2:42][CH2:41]C[CH2:39][CH2:38]1.C(=O)(O)[O-].[Na+]. The catalyst is C(Cl)Cl.C(N(CC)CC)C.C1(C)C=CC=CC=1. The product is [CH3:1][O:2][C:3]1[CH:4]=[C:5]2[C:10](=[CH:11][C:12]=1[O:13][CH3:14])[N:9]=[CH:8][CH:7]=[C:6]2[O:15][C:16]1[CH:22]=[CH:21][C:19]([NH:20][C:29](=[O:35])[O:28][CH:26]2[CH2:41][CH2:42][CH2:37][CH2:38][CH2:39]2)=[C:18]([CH3:23])[C:17]=1[CH3:24]. The yield is 0.560. (3) The yield is 0.930. The catalyst is C1COCC1. The product is [F:13][C:12]1[CH:11]=[CH:10][C:9]([OH:14])=[C:8]([CH3:15])[C:7]=1[NH:6][CH2:4][C:3]1[CH:16]=[C:17]([CH3:27])[CH:18]=[C:19]([C:20]2[CH:25]=[CH:24][CH:23]=[C:22]([F:26])[CH:21]=2)[C:2]=1[F:1]. The reactants are [F:1][C:2]1[C:19]([C:20]2[CH:25]=[CH:24][CH:23]=[C:22]([F:26])[CH:21]=2)=[CH:18][C:17]([CH3:27])=[CH:16][C:3]=1[C:4]([NH:6][C:7]1[C:12]([F:13])=[CH:11][CH:10]=[C:9]([OH:14])[C:8]=1[CH3:15])=O. (4) The reactants are C(OC(=O)[NH:7][CH:8]1[CH2:13][CH2:12][CH:11]([CH2:14][NH:15][C:16]2[C:21]([N+:22]([O-:24])=[O:23])=[CH:20][N:19]=[C:18]([NH:25][CH2:26][C:27](=[O:34])[N:28]3[CH2:33][CH2:32][CH2:31][CH2:30][CH2:29]3)[N:17]=2)[CH2:10][CH2:9]1)(C)(C)C.C(O)(C(F)(F)F)=O.C([O-])([O-])=O.[Na+].[Na+]. The catalyst is C(Cl)Cl. The product is [NH2:7][C@H:8]1[CH2:9][CH2:10][C@H:11]([CH2:14][NH:15][C:16]2[C:21]([N+:22]([O-:24])=[O:23])=[CH:20][N:19]=[C:18]([NH:25][CH2:26][C:27](=[O:34])[N:28]3[CH2:33][CH2:32][CH2:31][CH2:30][CH2:29]3)[N:17]=2)[CH2:12][CH2:13]1. The yield is 0.930. (5) The reactants are FC(F)(F)C(O)=O.[CH3:8][O:9][C:10](=[O:35])[C@@H:11]([NH:14][C:15]([C:17]1[S:18][C:19]([C:24](=[O:34])[NH:25][CH2:26][C:27]2[CH:32]=[CH:31][CH:30]=[C:29]([OH:33])[CH:28]=2)=[CH:20][C:21]=1[CH2:22][CH3:23])=[O:16])[CH2:12][NH2:13].C(N(CC)CC)C.CN(C(ON1N=NC2C=CC=CC1=2)=[N+](C)C)C.F[P-](F)(F)(F)(F)F.C1C=CC2N(O)N=NC=2C=1.[S:77]1[CH:81]=[CH:80][CH:79]=[C:78]1[C:82](O)=[O:83]. The catalyst is CN(C=O)C.CCOC(C)=O. The product is [CH3:8][O:9][C:10](=[O:35])[C@@H:11]([NH:14][C:15]([C:17]1[S:18][C:19]([C:24](=[O:34])[NH:25][CH2:26][C:27]2[CH:32]=[CH:31][CH:30]=[C:29]([OH:33])[CH:28]=2)=[CH:20][C:21]=1[CH2:22][CH3:23])=[O:16])[CH2:12][NH:13][C:82]([C:78]1[S:77][CH:81]=[CH:80][CH:79]=1)=[O:83]. The yield is 0.310.